From a dataset of Catalyst prediction with 721,799 reactions and 888 catalyst types from USPTO. Predict which catalyst facilitates the given reaction. (1) Reactant: [CH:1]1([N:6]2[C:10](=[O:11])[C:9]([OH:12])=[C:8]([CH3:13])[N:7]2[CH3:14])[CH2:5][CH2:4][CH2:3][CH2:2]1.IC.[C:17](=O)([O-])[O-].[K+].[K+]. Product: [CH:1]1([N:6]2[C:10](=[O:11])[C:9]([O:12][CH3:17])=[C:8]([CH3:13])[N:7]2[CH3:14])[CH2:2][CH2:3][CH2:4][CH2:5]1. The catalyst class is: 21. (2) Reactant: [C:1]1([C:17]2[CH:22]=[CH:21][CH:20]=[CH:19][CH:18]=2)[CH:6]=[CH:5][CH:4]=[CH:3][C:2]=1[NH:7][C:8](=[O:16])[O:9][CH2:10][C@@H:11]1[CH2:15][CH2:14][NH:13][CH2:12]1.C(=O)([O-])N.[K+].[I-].[K+].[CH2:30](N(CC)CC)[CH3:31].ICC. The catalyst class is: 9. Product: [C:1]1([C:17]2[CH:22]=[CH:21][CH:20]=[CH:19][CH:18]=2)[CH:6]=[CH:5][CH:4]=[CH:3][C:2]=1[NH:7][C:8](=[O:16])[O:9][CH2:10][C@@H:11]1[CH2:15][CH2:14][N:13]([CH2:30][CH3:31])[CH2:12]1. (3) Reactant: Br[C:2]1[S:3][CH:4]=[C:5]([Br:7])[N:6]=1.C([Li])CCC.[Cl:13][C:14]1[N:19]=[CH:18][CH:17]=[CH:16][N:15]=1.O.C(C1C(=O)C(Cl)=C(Cl)C(=O)C=1C#N)#N.[OH-].[Na+]. Product: [Br:7][C:5]1[N:6]=[C:2]([C:16]2[CH:17]=[CH:18][N:19]=[C:14]([Cl:13])[N:15]=2)[S:3][CH:4]=1. The catalyst class is: 385. (4) Reactant: [Cl:1][C:2]1[CH:7]=[C:6]([N+:8]([O-:10])=[O:9])[CH:5]=[C:4]([N+]([O-])=O)[CH:3]=1.[OH:14][C:15]1[CH:20]=[CH:19][C:18]([NH:21][C:22](=[O:24])[CH3:23])=[CH:17][CH:16]=1.C([O-])([O-])=O.[K+].[K+]. Product: [Cl:1][C:2]1[CH:3]=[C:4]([CH:5]=[C:6]([N+:8]([O-:10])=[O:9])[CH:7]=1)[O:14][C:15]1[CH:16]=[CH:17][C:18]([NH:21][C:22](=[O:24])[CH3:23])=[CH:19][CH:20]=1. The catalyst class is: 18. (5) Reactant: [CH2:1]1[CH:5]2[CH2:6][C:7](=[O:9])[CH2:8][CH:4]2[CH2:3][NH:2]1.[I-].CN1C=C[N+]([C:17]([N:19]2[CH2:24][CH2:23][CH2:22][CH2:21][CH2:20]2)=[O:18])=C1.C(N(CC)CC)C.O. Product: [N:19]1([C:17]([N:2]2[CH2:3][CH:4]3[CH2:8][C:7](=[O:9])[CH2:6][CH:5]3[CH2:1]2)=[O:18])[CH2:24][CH2:23][CH2:22][CH2:21][CH2:20]1. The catalyst class is: 4. (6) Reactant: [CH3:1][O:2][C:3]1[CH:8]=[CH:7][CH:6]=[C:5]([N+:9]([O-])=O)[C:4]=1[CH2:12][C:13]([OH:15])=O. Product: [CH3:1][O:2][C:3]1[CH:8]=[CH:7][CH:6]=[C:5]2[C:4]=1[CH2:12][C:13](=[O:15])[NH:9]2. The catalyst class is: 331. (7) Reactant: [Cl:1][C:2]1[N:7]=[C:6]([NH:8][C:9]2[CH:10]=[C:11]([CH2:15][CH2:16][C:17]3[N:22]=[C:21]([NH:23]C(=O)OC(C)(C)C)[CH:20]=[CH:19][CH:18]=3)[CH:12]=[CH:13][CH:14]=2)[C:5]([F:31])=[CH:4][N:3]=1.[ClH:32]. Product: [ClH:1].[ClH:32].[NH2:23][C:21]1[N:22]=[C:17]([CH2:16][CH2:15][C:11]2[CH:10]=[C:9]([NH:8][C:6]3[C:5]([F:31])=[CH:4][N:3]=[C:2]([Cl:1])[N:7]=3)[CH:14]=[CH:13][CH:12]=2)[CH:18]=[CH:19][CH:20]=1. The catalyst class is: 12. (8) Reactant: [NH2:1][C@H:2]1[CH2:7][CH2:6][C@H:5]([NH:8][C:9]2[CH:14]=[C:13]([C:15]3[CH:20]=[CH:19][C:18]([F:21])=[C:17]([NH:22][CH2:23][CH:24]4[CH2:29][CH2:28][O:27][CH2:26][CH2:25]4)[N:16]=3)[C:12]([Cl:30])=[CH:11][N:10]=2)[CH2:4][CH2:3]1.[C:31](=O)([O-])[O-].[K+].[K+].CC1C=CC(S(OC[CH:49]2[CH2:52][CH2:51][O:50]2)(=O)=O)=CC=1. Product: [Cl:30][C:12]1[C:13]([C:15]2[CH:20]=[CH:19][C:18]([F:21])=[C:17]([NH:22][CH2:23][CH:24]3[CH2:29][CH2:28][O:27][CH2:26][CH2:25]3)[N:16]=2)=[CH:14][C:9]([NH:8][C@H:5]2[CH2:6][CH2:7][C@H:2]([N:1]([CH:49]3[CH2:52][CH2:51][O:50]3)[CH3:31])[CH2:3][CH2:4]2)=[N:10][CH:11]=1. The catalyst class is: 58. (9) Reactant: [NH2:1][CH:2]1[CH2:7][CH2:6][N:5]([CH2:8][CH:9]([OH:20])[CH2:10][O:11][C:12]2[CH:17]=[CH:16][CH:15]=[CH:14][C:13]=2[O:18][CH3:19])[CH2:4][CH2:3]1.[CH3:21][C:22]1[CH:27]=[CH:26][CH:25]=[C:24]([CH3:28])[C:23]=1[N:29]=[C:30]=[O:31]. Product: [CH3:28][C:24]1[CH:25]=[CH:26][CH:27]=[C:22]([CH3:21])[C:23]=1[NH:29][C:30]([NH:1][CH:2]1[CH2:7][CH2:6][N:5]([CH2:8][CH:9]([OH:20])[CH2:10][O:11][C:12]2[CH:17]=[CH:16][CH:15]=[CH:14][C:13]=2[O:18][CH3:19])[CH2:4][CH2:3]1)=[O:31]. The catalyst class is: 4.